Predict the product of the given reaction. From a dataset of Forward reaction prediction with 1.9M reactions from USPTO patents (1976-2016). (1) Given the reactants [C:1]([O:5][C:6](=[O:11])[NH:7][CH2:8][CH2:9][OH:10])([CH3:4])([CH3:3])[CH3:2].Br[C:13]1[CH:18]=[CH:17][C:16]([C:19]([F:22])([F:21])[F:20])=[CH:15][C:14]=1[C:23]([F:26])([F:25])[F:24], predict the reaction product. The product is: [C:1]([O:5][C:6](=[O:11])[NH:7][CH2:8][CH2:9][O:10][C:17]1[CH:18]=[CH:13][C:14]([C:23]([F:26])([F:24])[F:25])=[CH:15][C:16]=1[C:19]([F:20])([F:21])[F:22])([CH3:4])([CH3:2])[CH3:3]. (2) Given the reactants Cl[C:2]1[CH:19]=[C:18]([N:20]2[CH2:25][CH2:24][N:23]([C:26]3[CH:31]=[CH:30][CH:29]=[CH:28][C:27]=3[CH3:32])[CH2:22][CH2:21]2)[C:17]([N+:33]([O-:35])=[O:34])=[CH:16][C:3]=1[C:4]([NH:6][CH2:7][CH2:8][CH2:9][N:10]1[CH2:14][CH2:13][CH2:12][C:11]1=[O:15])=[O:5].P([O-])([O-])([O-])=O.[K+].[K+].[K+].[CH:44]1(P(C2CCCCC2)C2CCCCC2)CCCC[CH2:45]1.C([Sn](CCCC)(CCCC)C=C)CCC, predict the reaction product. The product is: [N+:33]([C:17]1[C:18]([N:20]2[CH2:25][CH2:24][N:23]([C:26]3[CH:31]=[CH:30][CH:29]=[CH:28][C:27]=3[CH3:32])[CH2:22][CH2:21]2)=[CH:19][C:2]([CH:44]=[CH2:45])=[C:3]([CH:16]=1)[C:4]([NH:6][CH2:7][CH2:8][CH2:9][N:10]1[CH2:14][CH2:13][CH2:12][C:11]1=[O:15])=[O:5])([O-:35])=[O:34].